Dataset: Experimentally validated miRNA-target interactions with 360,000+ pairs, plus equal number of negative samples. Task: Binary Classification. Given a miRNA mature sequence and a target amino acid sequence, predict their likelihood of interaction. (1) The miRNA is hsa-miR-3689f with sequence UGUGAUAUCGUGCUUCCUGGGA. The protein sequence of the target gene is MSEHVEPAAPGPGPNGGGGGPAPARGPRTPNLNPNPLINVRDRLFHALFFKMAVTYSRLFPPAFRRLFEFFVLLKALFVLFVLAYIHIVFSRSPINCLEHVRDKWPREGILRVEVRHNSSRAPVFLQFCDSGGRGSFPGLAVEPGSNLDMEDEEEEELTMEMFGNSSIKFELDIEPKVFKPPSSTEALNDSQEFPFPETPTKVWPQDEYIVEYSLEYGFLRLSQATRQRLSIPVMVVTLDPTRDQCFGDRFSRLLLDEFLGYDDILMSSVKGLAENEENKGFLRNVVSGEHYRFVSMWMA.... Result: 0 (no interaction). (2) The miRNA is hsa-miR-335-5p with sequence UCAAGAGCAAUAACGAAAAAUGU. The protein sequence of the target gene is MAASTMSICSSACTNSWQVDDCPESCCELPCGTPSCCAPAPCLTLVCTPVSCVSSPCCQAACEPSACQSGCTSSCTPSCCQQSSCQPACCTSSPCQQACCVPVCCKPVCCVPVCCGASSCCQQSSCQPACCASSSCQQSCRVPVCCKAVCCVPTCSESSSSCCQQSSCQPACCTSSPCQQSCCVSVCCKPVCCKSICCVPVCSGASSPCCQQSSCQPACCTSSCCRPSSSVSLLCRPVCSRPASCSFSSGQKSSC. Result: 1 (interaction). (3) The miRNA is hsa-miR-6867-5p with sequence UGUGUGUGUAGAGGAAGAAGGGA. The protein sequence of the target gene is MRGAGAILRPAARGARDLNPRRDISSWLAQWFPRTPARSVVALKTPIKVELVAGKTYRWCVCGRSKKQPFCDGSHFFQRTGLSPLKFKAQETRMVALCTCKATQRPPYCDGTHRSERVQKAEVGSPL. Result: 1 (interaction). (4) The miRNA is hsa-miR-3677-3p with sequence CUCGUGGGCUCUGGCCACGGCC. The protein sequence of the target gene is MAFWAGGSPSVVDYFPSEDFYRCGYCKNESGSRSNGMWAHSMTVQDYQDLIDRGWRRSGKYVYKPVMNQTCCPQYTIRCRPLQFQPSKSHKKVLKKMLKFLAKGEVPKGSCEDEPMDSTMDDAVAGDFALINKLDIQCDLKTLSDDIKESLESEGKNSKKEEPQELLQSQDFVGEKLGSGEPSHSVKVHTVPKPGKGADLSKPPCRKAKEIRKERKRLKLMQQNPAGELEGFQAQGHPPSLFPPKAKSNQPKSLEDLIFESLPENASHKLEVRVVRSSPPSSQFKATLLESYQVYKRYQM.... Result: 0 (no interaction). (5) The miRNA is hsa-miR-3155b with sequence CCAGGCUCUGCAGUGGGA. The protein sequence of the target gene is MAERKGTAKVDFLKKIEKEIQQKWDTERVFEVNASNLEKQTSKGKYFVTFPYPYMNGRLHLGHTFSLSKCEFAVGYQRLKGKCCLFPFGLHCTGMPIKACADKLKREIELYGCPPDFPDEEEEEEETSVKTEDIIIKDKAKGKKSKAAAKAGSSKYQWGIMKSLGLSDEEIVKFSEAEHWLDYFPPLAIQDLKRMGLKVDWRRSFITTDVNPYYDSFVRWQFLTLRERNKIKFGKRYTIYSPKDGQPCMDHDRQTGEGVGPQEYTLLKLKVLEPYPSKLSGLKGKNIFLVAATLRPETMF.... Result: 1 (interaction). (6) The miRNA is mmu-miR-1839-5p with sequence AAGGUAGAUAGAACAGGUCUUG. The protein sequence of the target gene is MGLIWLLLLSLLEPGWPAAGPGARLRRDAGGRGGVYEHLGGAPRRRKLYCATKYHLQLHPSGRVNGSLENSAYSILEITAVEVGIVAIRGLFSGRYLAMNKRGRLYASEHYSAECEFVERIHELGYNTYASRLYRTVSSTPGARRQPSAERLWYVSVNGKGRPRRGFKTRRTQKSSLFLPRVLDHRDHEMVRQLQSGLPRPPGKGVQPRRRRQKQSPDNLEPSHVQASRLGSQLEASAH. Result: 0 (no interaction).